From a dataset of Full USPTO retrosynthesis dataset with 1.9M reactions from patents (1976-2016). Predict the reactants needed to synthesize the given product. (1) Given the product [C:1]([O:5][C:6](=[O:16])[NH:7][CH2:8][CH2:9][N:10]1[CH:14]=[C:13]([NH:15][C:26]([NH:25][C:21]2[CH:22]=[CH:23][CH:24]=[C:19]([C:18]([F:17])([F:28])[F:29])[CH:20]=2)=[O:27])[N:12]=[CH:11]1)([CH3:4])([CH3:2])[CH3:3], predict the reactants needed to synthesize it. The reactants are: [C:1]([O:5][C:6](=[O:16])[NH:7][CH2:8][CH2:9][N:10]1[CH:14]=[C:13]([NH2:15])[N:12]=[CH:11]1)([CH3:4])([CH3:3])[CH3:2].[F:17][C:18]([F:29])([F:28])[C:19]1[CH:20]=[C:21]([N:25]=[C:26]=[O:27])[CH:22]=[CH:23][CH:24]=1. (2) Given the product [CH3:1][C:2]1[CH:3]=[CH:4][C:5]([C:8]2[C:16]3[O:15][CH:14]([CH2:17][NH:18][C:29](=[O:30])[O:31][CH2:32][C:33]4[CH:38]=[CH:37][CH:36]=[CH:35][CH:34]=4)[CH2:13][C:12]=3[CH:11]=[CH:10][CH:9]=2)=[CH:6][CH:7]=1, predict the reactants needed to synthesize it. The reactants are: [CH3:1][C:2]1[CH:7]=[CH:6][C:5]([C:8]2[C:16]3[O:15][CH:14]([CH2:17][NH2:18])[CH2:13][C:12]=3[CH:11]=[CH:10][CH:9]=2)=[CH:4][CH:3]=1.C(N(C(C)C)CC)(C)C.Cl[C:29]([O:31][CH2:32][C:33]1[CH:38]=[CH:37][CH:36]=[CH:35][CH:34]=1)=[O:30].C(OC(=O)NCC1CC2C=CC=C(C3CCCC3)C=2O1)C1C=CC=CC=1. (3) Given the product [OH:4][CH2:5][C:6]1[N:22]=[CH:21][C:9]2[O:10][CH2:11][CH2:12][N:13]([C:14]([O:16][C:17]([CH3:18])([CH3:20])[CH3:19])=[O:15])[C:8]=2[CH:7]=1, predict the reactants needed to synthesize it. The reactants are: C([O:4][CH2:5][C:6]1[N:22]=[CH:21][C:9]2[O:10][CH2:11][CH2:12][N:13]([C:14]([O:16][C:17]([CH3:20])([CH3:19])[CH3:18])=[O:15])[C:8]=2[CH:7]=1)(=O)C.[OH-].[Na+].